This data is from Reaction yield outcomes from USPTO patents with 853,638 reactions. The task is: Predict the reaction yield, written as a fraction of the theoretical maximum amount of product (1.0 means a 100% yield; for example, 0.34 means a 34% yield). (1) The reactants are Cl[C:2]1[N:7]=[CH:6][N:5]=[C:4]([NH2:8])[C:3]=1[CH2:9][CH3:10].[F:11][C:12]1[CH:17]=[CH:16][C:15]([C:18]2[N:19]=[C:20]([CH:30]3[CH2:35][CH2:34][NH:33][CH2:32][CH2:31]3)[N:21]([CH2:23][CH2:24][N:25]3[CH2:28][CH:27]([F:29])[CH2:26]3)[CH:22]=2)=[CH:14][C:13]=1[C:36]([F:39])([F:38])[F:37].CCN(C(C)C)C(C)C. The catalyst is CS(C)=O. The product is [CH2:9]([C:3]1[C:4]([NH2:8])=[N:5][CH:6]=[N:7][C:2]=1[N:33]1[CH2:32][CH2:31][CH:30]([C:20]2[N:21]([CH2:23][CH2:24][N:25]3[CH2:28][CH:27]([F:29])[CH2:26]3)[CH:22]=[C:18]([C:15]3[CH:16]=[CH:17][C:12]([F:11])=[C:13]([C:36]([F:39])([F:37])[F:38])[CH:14]=3)[N:19]=2)[CH2:35][CH2:34]1)[CH3:10]. The yield is 0.160. (2) The reactants are [CH2:1]([O:3][C:4](=[O:24])[CH2:5][CH2:6][CH2:7][O:8][C:9]1[CH:14]=[CH:13][C:12](B2OC(C)(C)C(C)(C)O2)=[CH:11][CH:10]=1)[CH3:2].Cl[C:26]1[CH:31]=[CH:30][CH:29]=[C:28]([O:32][C:33]2[CH:38]=[CH:37][CH:36]=[CH:35][CH:34]=2)[N:27]=1.N#N.O. The catalyst is C(=O)([O-])[O-].[Na+].[Na+].O1CCOCC1.C1C=CC([P]([Pd]([P](C2C=CC=CC=2)(C2C=CC=CC=2)C2C=CC=CC=2)([P](C2C=CC=CC=2)(C2C=CC=CC=2)C2C=CC=CC=2)[P](C2C=CC=CC=2)(C2C=CC=CC=2)C2C=CC=CC=2)(C2C=CC=CC=2)C2C=CC=CC=2)=CC=1. The product is [CH2:1]([O:3][C:4](=[O:24])[CH2:5][CH2:6][CH2:7][O:8][C:9]1[CH:10]=[CH:11][C:12]([C:26]2[CH:31]=[CH:30][CH:29]=[C:28]([O:32][C:33]3[CH:38]=[CH:37][CH:36]=[CH:35][CH:34]=3)[N:27]=2)=[CH:13][CH:14]=1)[CH3:2]. The yield is 0.750.